Dataset: Cav3 T-type calcium channel HTS with 100,875 compounds. Task: Binary Classification. Given a drug SMILES string, predict its activity (active/inactive) in a high-throughput screening assay against a specified biological target. (1) The compound is S(=O)(=O)(N1CCC2(OCCO2)CC1)N1CCC(CC1)C(=O)NCCN1CCCC1. The result is 0 (inactive). (2) The result is 0 (inactive). The molecule is S(=O)(=O)(N1C\C(=N\O)C1)c1ccc(cc1)C. (3) The molecule is O=C(NC1CC2N(C3CC3)C(C1)CCC2)c1c(OCC)cccc1. The result is 0 (inactive). (4) The molecule is O=C(n1nc(cc1Nc1ccccc1)C)c1ccc(OC)cc1. The result is 0 (inactive). (5) The compound is Fc1c(C(N2CCC(CC2)C(=O)N)c2n(nnn2)Cc2occc2)cccc1. The result is 0 (inactive).